Task: Predict the reaction yield, written as a fraction of the theoretical maximum amount of product (1.0 means a 100% yield; for example, 0.34 means a 34% yield).. Dataset: Reaction yield outcomes from USPTO patents with 853,638 reactions (1) The reactants are [C:1]([NH:9][NH2:10])(=O)[C:2]1[CH:7]=[CH:6][N:5]=[CH:4][CH:3]=1.[N:11]([CH2:14][C:15](OCC)=O)=[C:12]=[S:13].C(N(CC)CC)C.Cl.Cl[CH2:29][CH2:30][N:31]1[CH2:36][CH2:35][O:34][CH2:33][CH2:32]1. The catalyst is C(O)C.C(OCC)C. The product is [CH2:14]([N:11]1[C:1]([C:2]2[CH:7]=[CH:6][N:5]=[CH:4][CH:3]=2)=[N:9][N:10]=[C:12]1[S:13][CH2:29][CH2:30][N:31]1[CH2:36][CH2:35][O:34][CH2:33][CH2:32]1)[CH3:15]. The yield is 0.220. (2) The reactants are [CH3:1][N:2]1[C@H:8]([CH2:9][OH:10])[CH2:7][CH2:6][C:3]21[CH2:5][CH2:4]2.C(N(CC)CC)C.[CH3:18][S:19](Cl)(=[O:21])=[O:20]. The catalyst is ClCCl. The product is [CH3:18][S:19]([O:10][CH2:9][C@@H:8]1[CH2:7][CH2:6][C:3]2([CH2:5][CH2:4]2)[N:2]1[CH3:1])(=[O:21])=[O:20]. The yield is 0.480. (3) The reactants are [OH:1][C:2]1[CH:8]=[CH:7][C:5]([NH2:6])=[C:4]([N+:9]([O-:11])=[O:10])[CH:3]=1.[CH3:12][O:13][CH2:14][CH2:15]O.C(P(CCCC)CCCC)CCC.N(C(N1CCCCC1)=O)=NC(N1CCCCC1)=O. The catalyst is O1CCCC1. The yield is 0.900. The product is [CH3:12][O:13][CH2:14][CH2:15][O:1][C:2]1[CH:8]=[CH:7][C:5]([NH2:6])=[C:4]([N+:9]([O-:11])=[O:10])[CH:3]=1. (4) The reactants are [CH:1]([N:4]1[C:8]([C:9]2[N:18]=[C:17]3[N:11]([CH2:12][CH2:13][O:14][C:15]4[CH:22]=[C:21]([O:23]C)[N:20]=[CH:19][C:16]=43)[CH:10]=2)=[N:7][CH:6]=[N:5]1)([CH3:3])[CH3:2].Br. The catalyst is C(O)(=O)C. The product is [CH:1]([N:4]1[C:8]([C:9]2[N:18]=[C:17]3[N:11]([CH2:12][CH2:13][O:14][C:15]4[CH:22]=[C:21]([OH:23])[N:20]=[CH:19][C:16]=43)[CH:10]=2)=[N:7][CH:6]=[N:5]1)([CH3:3])[CH3:2]. The yield is 0.690. (5) The reactants are Br[C:2]1[CH:3]=[C:4]2[C:9](=[CH:10][CH:11]=1)[C:8](=[O:12])[N:7]([CH2:13][CH:14]([CH3:16])[CH3:15])[C:6]([CH2:17][NH:18][C:19](=[O:25])[O:20][C:21]([CH3:24])([CH3:23])[CH3:22])=[C:5]2[O:26][CH2:27][CH2:28][CH2:29][CH3:30].C([Sn](CCCC)(CCCC)[C:36]1[CH:41]=[CH:40][CH:39]=[CH:38][N:37]=1)CCC.O. The catalyst is CN(C)C=O.C1C=CC([P]([Pd]([P](C2C=CC=CC=2)(C2C=CC=CC=2)C2C=CC=CC=2)([P](C2C=CC=CC=2)(C2C=CC=CC=2)C2C=CC=CC=2)[P](C2C=CC=CC=2)(C2C=CC=CC=2)C2C=CC=CC=2)(C2C=CC=CC=2)C2C=CC=CC=2)=CC=1. The product is [CH2:27]([O:26][C:5]1[C:4]2[C:9](=[CH:10][CH:11]=[C:2]([C:36]3[CH:41]=[CH:40][CH:39]=[CH:38][N:37]=3)[CH:3]=2)[C:8](=[O:12])[N:7]([CH2:13][CH:14]([CH3:15])[CH3:16])[C:6]=1[CH2:17][NH:18][C:19](=[O:25])[O:20][C:21]([CH3:24])([CH3:23])[CH3:22])[CH2:28][CH2:29][CH3:30]. The yield is 0.750.